This data is from Full USPTO retrosynthesis dataset with 1.9M reactions from patents (1976-2016). The task is: Predict the reactants needed to synthesize the given product. (1) Given the product [CH3:1][O:2][C:3]1[CH:4]=[C:5]2[C:10](=[CH:11][C:12]=1[O:13][CH3:14])[N:9]=[CH:8][N:7]=[C:6]2[O:15][C:16]1[CH:22]=[CH:21][C:19]([NH:20][C:34]([NH:46][CH2:45][CH2:44][N:43]([CH3:47])[CH3:42])=[O:40])=[CH:18][CH:17]=1, predict the reactants needed to synthesize it. The reactants are: [CH3:1][O:2][C:3]1[CH:4]=[C:5]2[C:10](=[CH:11][C:12]=1[O:13][CH3:14])[N:9]=[CH:8][N:7]=[C:6]2[O:15][C:16]1[CH:22]=[CH:21][C:19]([NH2:20])=[CH:18][CH:17]=1.C(N(CC)CC)C.ClC(Cl)(O[C:34](=[O:40])OC(Cl)(Cl)Cl)Cl.[CH3:42][N:43]([CH3:47])[CH2:44][CH2:45][NH2:46]. (2) Given the product [C:18]([O:17][C:15]([NH:14][C:3]1[C:2]([CH:31]=[O:32])=[N:6][N:5]([CH2:7][CH2:8][OH:9])[C:4]=1[NH:10][C:11](=[O:13])[O:12][C:24]([CH3:27])([CH3:26])[CH3:25])=[O:16])([CH3:21])([CH3:20])[CH3:19], predict the reactants needed to synthesize it. The reactants are: Br[C:2]1[C:3]([NH:14][C:15]([O:17][C:18]([CH3:21])([CH3:20])[CH3:19])=[O:16])=[C:4]([NH:10][C:11](=[O:13])[O-:12])[N:5]([CH2:7][CH2:8][OH:9])[N:6]=1.C[Li].[C:24]([Li])([CH3:27])([CH3:26])[CH3:25].CN(C)[CH:31]=[O:32]. (3) Given the product [Cl:19][C:5]1[C:6]([N:8]([CH3:18])[C:9]2[CH:14]=[CH:13][CH:12]=[C:11]([N+:15]([O-:17])=[O:16])[CH:10]=2)=[N:7][C:2]([NH:32][C:30]2[CH:29]=[N:28][N:27]([CH:24]3[CH2:25][CH2:26][N:21]([CH3:20])[CH2:22][CH2:23]3)[CH:31]=2)=[N:3][CH:4]=1, predict the reactants needed to synthesize it. The reactants are: Cl[C:2]1[N:7]=[C:6]([N:8]([CH3:18])[C:9]2[CH:14]=[CH:13][CH:12]=[C:11]([N+:15]([O-:17])=[O:16])[CH:10]=2)[C:5]([Cl:19])=[CH:4][N:3]=1.[CH3:20][N:21]1[CH2:26][CH2:25][CH:24]([N:27]2[CH:31]=[C:30]([NH2:32])[CH:29]=[N:28]2)[CH2:23][CH2:22]1.FC(F)(F)C(O)=O. (4) Given the product [CH:15]1([CH2:14][CH:13]([C:20]2[CH:21]=[CH:22][C:23]([O:26][C:27]3[CH:32]=[CH:31][CH:30]=[CH:29][CH:28]=3)=[CH:24][CH:25]=2)[C:12]([NH:11][C:8]2[S:9][CH:10]=[C:6]([CH2:5][CH2:4][OH:3])[N:7]=2)=[O:33])[CH2:19][CH2:18][CH2:17][CH2:16]1, predict the reactants needed to synthesize it. The reactants are: C([O:3][C:4](=O)[CH2:5][C:6]1[N:7]=[C:8]([NH:11][C:12](=[O:33])[CH:13]([C:20]2[CH:25]=[CH:24][C:23]([O:26][C:27]3[CH:32]=[CH:31][CH:30]=[CH:29][CH:28]=3)=[CH:22][CH:21]=2)[CH2:14][CH:15]2[CH2:19][CH2:18][CH2:17][CH2:16]2)[S:9][CH:10]=1)C.[H-].[Al+3].[Li+].[H-].[H-].[H-]. (5) The reactants are: [CH2:1]([C:3]1[C:11]([CH3:12])=[C:10]2[C:6]([C:7](=[O:13])[O:8][CH2:9]2)=[C:5]([O:14][C:15](=[O:21])[O:16][C:17]([CH3:20])([CH3:19])[CH3:18])[C:4]=1[CH2:22][CH:23]=[C:24]([CH3:27])[CH:25]=O)[CH3:2].C(O)(=O)C(O)=O.[CH2:34]([O:36][P:37]([CH2:42][CH2:43][NH2:44])(=[O:41])[O:38][CH2:39][CH3:40])[CH3:35].C(O)(=O)C.C(O[BH-](OC(=O)C)OC(=O)C)(=O)C.[Na+]. Given the product [CH2:39]([O:38][P:37]([CH2:42][CH2:43][NH:44][CH2:27][C:24]([CH3:25])=[CH:23][CH2:22][C:4]1[C:5]([O:14][C:15]([O:16][C:17]([CH3:20])([CH3:19])[CH3:18])=[O:21])=[C:6]2[C:10](=[C:11]([CH3:12])[C:3]=1[CH2:1][CH3:2])[CH2:9][O:8][C:7]2=[O:13])(=[O:41])[O:36][CH2:34][CH3:35])[CH3:40], predict the reactants needed to synthesize it. (6) Given the product [CH3:16][C@H:15]1[C@@H:14]([C:17]2[CH:22]=[CH:21][CH:20]=[CH:19][CH:18]=2)[O:13][C:12](=[O:23])[N:11]1[CH2:10][C:9]([OH:24])=[O:8], predict the reactants needed to synthesize it. The reactants are: C([O:8][C:9](=[O:24])[CH2:10][N:11]1[C@@H:15]([CH3:16])[C@@H:14]([C:17]2[CH:22]=[CH:21][CH:20]=[CH:19][CH:18]=2)[O:13][C:12]1=[O:23])C1C=CC=CC=1. (7) Given the product [C:32]([O:31][C:29]([N:27]1[CH2:28][CH:25]([NH:24][C:19]([C:18]2[CH:17]=[N:16][C:15]([O:14][CH2:13][C:12]3[C:8]([C:5]4[CH:4]=[CH:3][C:2]([Cl:1])=[CH:7][CH:6]=4)=[N:9][O:10][CH:11]=3)=[CH:23][CH:22]=2)=[O:21])[CH2:26]1)=[O:30])([CH3:35])([CH3:33])[CH3:34], predict the reactants needed to synthesize it. The reactants are: [Cl:1][C:2]1[CH:7]=[CH:6][C:5]([C:8]2[C:12]([CH2:13][O:14][C:15]3[CH:23]=[CH:22][C:18]([C:19]([OH:21])=O)=[CH:17][N:16]=3)=[CH:11][O:10][N:9]=2)=[CH:4][CH:3]=1.[NH2:24][CH:25]1[CH2:28][N:27]([C:29]([O:31][C:32]([CH3:35])([CH3:34])[CH3:33])=[O:30])[CH2:26]1. (8) Given the product [CH2:1]([O:3][C:4]([C:6]1[C:12]2[NH:13][C:14]3[CH:15]=[C:16]([N+:20]([O-:22])=[O:21])[CH:17]=[CH:18][C:19]=3[C:11]=2[CH2:10][CH2:9][N:8]([C:28](=[O:29])[C:27]2[CH:31]=[CH:32][C:24]([F:23])=[CH:25][CH:26]=2)[CH:7]=1)=[O:5])[CH3:2], predict the reactants needed to synthesize it. The reactants are: [CH2:1]([O:3][C:4]([C:6]1[C:12]2[NH:13][C:14]3[CH:15]=[C:16]([N+:20]([O-:22])=[O:21])[CH:17]=[CH:18][C:19]=3[C:11]=2[CH2:10][CH2:9][NH:8][CH:7]=1)=[O:5])[CH3:2].[F:23][C:24]1[CH:32]=[CH:31][C:27]([C:28](Cl)=[O:29])=[CH:26][CH:25]=1.